The task is: Predict the reactants needed to synthesize the given product.. This data is from Full USPTO retrosynthesis dataset with 1.9M reactions from patents (1976-2016). (1) The reactants are: [CH2:1]1[CH2:11][C:9](=[O:10])[C:8]2[C:3](=[CH:4][CH:5]=[CH:6][CH:7]=2)[CH2:2]1.Cl.[N:13]([O-])=O.[Na+].[N-:17]=[N+:18]=[N-:19].[Na+]. Given the product [NH2:13][C:4]1[CH:5]=[CH:6][CH:7]=[C:8]2[C:3]=1[CH2:2][CH2:1][CH2:11][C:9]2=[O:10].[N:17]([C:4]1[CH:5]=[CH:6][CH:7]=[C:8]2[C:3]=1[CH2:2][CH2:1][CH2:11][C:9]2=[O:10])=[N+:18]=[N-:19], predict the reactants needed to synthesize it. (2) The reactants are: C[O:2][C:3]1(OC)[CH2:6][C:5]([CH2:10][C:11]#[N:12])([CH2:7][C:8]#[N:9])[CH2:4]1.C1(C)C=CC(S(O)(=O)=O)=CC=1.C([O-])(O)=O.[Na+]. Given the product [O:2]=[C:3]1[CH2:6][C:5]([CH2:7][C:8]#[N:9])([CH2:10][C:11]#[N:12])[CH2:4]1, predict the reactants needed to synthesize it. (3) Given the product [CH3:14][C:9]1([CH3:15])[NH:8][CH2:13][CH2:12][N:11]([S:24]([CH3:23])(=[O:26])=[O:25])[CH2:10]1, predict the reactants needed to synthesize it. The reactants are: C(OC([N:8]1[CH2:13][CH2:12][NH:11][CH2:10][C:9]1([CH3:15])[CH3:14])=O)(C)(C)C.CCN(CC)CC.[CH3:23][S:24](Cl)(=[O:26])=[O:25].O.